Dataset: Reaction yield outcomes from USPTO patents with 853,638 reactions. Task: Predict the reaction yield, written as a fraction of the theoretical maximum amount of product (1.0 means a 100% yield; for example, 0.34 means a 34% yield). (1) The reactants are [CH3:1][NH:2][CH2:3][C:4]1[O:5][C:6]2[CH:15]=[CH:14][CH:13]=[CH:12][C:7]=2[C:8]=1[CH2:9][CH2:10][CH3:11].[C:16](Cl)(=[O:19])[CH:17]=[CH2:18].C(N(CC)CC)C. The catalyst is C(Cl)Cl. The product is [CH3:1][N:2]([CH2:3][C:4]1[O:5][C:6]2[CH:15]=[CH:14][CH:13]=[CH:12][C:7]=2[C:8]=1[CH2:9][CH2:10][CH3:11])[C:16](=[O:19])[CH:17]=[CH2:18]. The yield is 0.990. (2) The reactants are [Br:1][C:2]1[CH:9]=[CH:8][C:5]([CH2:6]Br)=[CH:4][CH:3]=1.[CH3:10][C@H:11]1[CH2:16][C@H:15]([CH3:17])[CH2:14][NH:13][CH2:12]1.C(=O)([O-])[O-].[K+].[K+]. The catalyst is C1COCC1. The product is [Br:1][C:2]1[CH:9]=[CH:8][C:5]([CH2:6][N:13]2[CH2:14][C@H:15]([CH3:17])[CH2:16][C@H:11]([CH3:10])[CH2:12]2)=[CH:4][CH:3]=1. The yield is 0.350. (3) The reactants are [NH2:1][C:2]1[N:7]=[CH:6][N:5]=[C:4]2[N:8]([CH:32]3[CH2:37][CH2:36][CH:35]([N:38]4[CH2:43][CH2:42][N:41](C(OC(C)(C)C)=O)[CH2:40][CH2:39]4)[CH2:34][CH2:33]3)[N:9]=[C:10]([C:11]3[CH:16]=[CH:15][C:14]([NH:17][C:18]([C:20]4[N:21]([CH3:29])[C:22]5[C:27]([CH:28]=4)=[CH:26][CH:25]=[CH:24][CH:23]=5)=[O:19])=[C:13]([O:30][CH3:31])[CH:12]=3)[C:3]=12.FC(F)(F)C(O)=O.Br[CH2:59][CH2:60][NH:61][C:62](=[O:68])[O:63][C:64]([CH3:67])([CH3:66])[CH3:65].C(=O)([O-])[O-].[K+].[K+]. The yield is 0.616. The catalyst is ClCCl. The product is [NH2:1][C:2]1[N:7]=[CH:6][N:5]=[C:4]2[N:8]([CH:32]3[CH2:33][CH2:34][CH:35]([N:38]4[CH2:39][CH2:40][N:41]([CH2:59][CH2:60][NH:61][C:62](=[O:68])[O:63][C:64]([CH3:67])([CH3:66])[CH3:65])[CH2:42][CH2:43]4)[CH2:36][CH2:37]3)[N:9]=[C:10]([C:11]3[CH:16]=[CH:15][C:14]([NH:17][C:18]([C:20]4[N:21]([CH3:29])[C:22]5[C:27]([CH:28]=4)=[CH:26][CH:25]=[CH:24][CH:23]=5)=[O:19])=[C:13]([O:30][CH3:31])[CH:12]=3)[C:3]=12. (4) The catalyst is C(#N)C. The product is [C:15]([C@@H:9]1[CH2:10][C@H:11]([O:13][CH3:14])[CH2:12][N:8]1[C:6]([O:5][C:1]([CH3:4])([CH3:3])[CH3:2])=[O:7])(=[O:17])[NH2:21]. The yield is 1.00. The reactants are [C:1]([O:5][C:6]([N:8]1[CH2:12][C@@H:11]([O:13][CH3:14])[CH2:10][C@H:9]1[C:15]([OH:17])=O)=[O:7])([CH3:4])([CH3:3])[CH3:2].Cl.C([N:21]=C=NCCCN(C)C)C.O.N1(O)C2C=CC=CC=2N=N1.[OH-].[NH4+]. (5) The reactants are [Li+].[CH3:2]C([N-]C(C)C)C.[CH2:9]1[C:11]2([CH2:14][CH:13]([C:15]([O:17][CH2:18][C:19]3[CH:24]=[CH:23][CH:22]=[CH:21][CH:20]=3)=[O:16])[CH2:12]2)[CH2:10]1.CI. The catalyst is C1COCC1. The yield is 0.380. The product is [CH3:2][C:13]1([C:15]([O:17][CH2:18][C:19]2[CH:24]=[CH:23][CH:22]=[CH:21][CH:20]=2)=[O:16])[CH2:12][C:11]2([CH2:10][CH2:9]2)[CH2:14]1. (6) The reactants are [C:1]([N:8]1[CH2:11][C:10](=O)[CH2:9]1)([O:3][C:4]([CH3:7])([CH3:6])[CH3:5])=[O:2].[CH2:13]([CH2:15][NH2:16])[OH:14]. No catalyst specified. The product is [C:1]([N:8]1[CH2:11][CH:10]([NH:16][CH2:15][CH2:13][OH:14])[CH2:9]1)([O:3][C:4]([CH3:7])([CH3:6])[CH3:5])=[O:2]. The yield is 0.623. (7) The reactants are [Br:1]N1C(=O)CCC1=O.[CH2:9]([C:11]1[CH:16]=[CH:15][CH:14]=[CH:13][C:12]=1[OH:17])[CH3:10].C(N(C(C)C)CC)(C)C.Cl. The catalyst is C(Cl)Cl. The product is [Br:1][C:13]1[CH:14]=[CH:15][CH:16]=[C:11]([CH2:9][CH3:10])[C:12]=1[OH:17]. The yield is 0.800.